This data is from Catalyst prediction with 721,799 reactions and 888 catalyst types from USPTO. The task is: Predict which catalyst facilitates the given reaction. (1) Reactant: Cl[C:2]([O:4][C:5]1[CH:10]=[CH:9][C:8]([N+:11]([O-:13])=[O:12])=[CH:7][CH:6]=1)=[O:3].N1C=CC=CC=1.[NH2:20][C:21]1[CH:30]=[CH:29][C:24]([C:25]([O:27][CH3:28])=[O:26])=[CH:23][C:22]=1[Cl:31]. Product: [Cl:31][C:22]1[CH:23]=[C:24]([CH:29]=[CH:30][C:21]=1[NH:20][C:2]([O:4][C:5]1[CH:10]=[CH:9][C:8]([N+:11]([O-:13])=[O:12])=[CH:7][CH:6]=1)=[O:3])[C:25]([O:27][CH3:28])=[O:26]. The catalyst class is: 4. (2) Reactant: Cl[CH2:2][C:3]([NH:5][C:6]1[C:15]([Cl:16])=[CH:14][CH:13]=[C:12]2[C:7]=1[CH:8]=[CH:9][C:10]([N:17]1[CH2:21][CH2:20][C@@H:19]([O:22][Si](C(C)(C)C)(C)C)[CH2:18]1)=[N:11]2)=[O:4].[NH2:30][C:31]1[CH:38]=[CH:37][C:34]([C:35]#[N:36])=[CH:33][CH:32]=1.[F-].C([N+](CCCC)(CCCC)CCCC)CCC. Product: [Cl:16][C:15]1[C:6]([NH:5][C:3](=[O:4])[CH2:2][NH:30][C:31]2[CH:38]=[CH:37][C:34]([C:35]#[N:36])=[CH:33][CH:32]=2)=[C:7]2[C:12](=[CH:13][CH:14]=1)[N:11]=[C:10]([N:17]1[CH2:21][CH2:20][C@@H:19]([OH:22])[CH2:18]1)[CH:9]=[CH:8]2. The catalyst class is: 7. (3) Reactant: Br.[Br:2][CH2:3][CH2:4][CH2:5][NH2:6].[C:7](O[C:7]([O:9][C:10]([CH3:13])([CH3:12])[CH3:11])=[O:8])([O:9][C:10]([CH3:13])([CH3:12])[CH3:11])=[O:8].[OH-].[Na+]. Product: [C:10]([O:9][C:7]([NH:6][CH2:5][CH2:4][CH2:3][Br:2])=[O:8])([CH3:13])([CH3:12])[CH3:11]. The catalyst class is: 229. (4) Reactant: [C:1]([NH:4][C@H:5]([C@H:11]1[C@H:15]([NH:16][C:17]([NH:26][C:27]([O:29][C:30]([CH3:33])([CH3:32])[CH3:31])=[O:28])=[N:18][C:19]([O:21][C:22]([CH3:25])([CH3:24])[CH3:23])=[O:20])[CH2:14][C@H:13]([C:34]([O:36][CH3:37])=[O:35])[C@H:12]1[OH:38])[CH:6]([CH2:9][CH3:10])[CH2:7][CH3:8])(=[O:3])[CH3:2].Cl[C:40]([O:42][C:43]1[CH:48]=[CH:47][C:46]([N+:49]([O-:51])=[O:50])=[CH:45][CH:44]=1)=[O:41].N1C=CC=CC=1. Product: [CH3:37][O:36][C:34]([C@H:13]1[CH2:14][C@@H:15]([NH:16][C:17]([NH:26][C:27]([O:29][C:30]([CH3:33])([CH3:32])[CH3:31])=[O:28])=[N:18][C:19]([O:21][C:22]([CH3:23])([CH3:25])[CH3:24])=[O:20])[C@H:11]([C@@H:5]([NH:4][C:1](=[O:3])[CH3:2])[CH:6]([CH2:7][CH3:8])[CH2:9][CH3:10])[C@@H:12]1[O:38][C:40]([O:42][C:43]1[CH:44]=[CH:45][C:46]([N+:49]([O-:51])=[O:50])=[CH:47][CH:48]=1)=[O:41])=[O:35]. The catalyst class is: 277. (5) Reactant: [C:1]([OH:5])(=[O:4])[CH2:2][CH3:3].[CH:6]#[C:7][CH2:8][NH:9][C@H:10]1[C:14]2[CH:15]=[CH:16][CH:17]=[CH:18][C:13]=2[CH2:12][CH2:11]1. Product: [CH:6]#[C:7][CH2:8][NH:9][C@H:10]1[C:14]2[CH:15]=[CH:16][CH:17]=[CH:18][C:13]=2[CH2:12][CH2:11]1.[C:1]([O-:5])(=[O:4])[CH2:2][CH3:3]. The catalyst class is: 740. (6) Reactant: Cl[CH2:2][C:3]1[NH:12][C:11](=[O:13])[C:10]2[C:5](=[CH:6][CH:7]=[CH:8][CH:9]=2)[N:4]=1.[CH2:14]([N:21]1[CH2:26][CH2:25][NH:24][CH2:23][CH2:22]1)[C:15]1[CH:20]=[CH:19][CH:18]=[CH:17][CH:16]=1.C(=O)([O-])[O-].[K+].[K+]. Product: [CH2:14]([N:21]1[CH2:26][CH2:25][N:24]([CH2:2][C:3]2[NH:12][C:11](=[O:13])[C:10]3[C:5](=[CH:6][CH:7]=[CH:8][CH:9]=3)[N:4]=2)[CH2:23][CH2:22]1)[C:15]1[CH:16]=[CH:17][CH:18]=[CH:19][CH:20]=1. The catalyst class is: 10. (7) Reactant: [CH2:1]([N:3]([CH2:11][CH3:12])[C:4]1[CH:9]=[CH:8][C:7]([NH2:10])=[CH:6][CH:5]=1)[CH3:2].[ClH:13]. Product: [ClH:13].[ClH:13].[CH2:11]([N:3]([CH2:1][CH3:2])[C:4]1[CH:9]=[CH:8][C:7]([NH2:10])=[CH:6][CH:5]=1)[CH3:12]. The catalyst class is: 27.